From a dataset of Peptide-MHC class I binding affinity with 185,985 pairs from IEDB/IMGT. Regression. Given a peptide amino acid sequence and an MHC pseudo amino acid sequence, predict their binding affinity value. This is MHC class I binding data. (1) The peptide sequence is SLLERGQQLGV. The MHC is HLA-B18:01 with pseudo-sequence HLA-B18:01. The binding affinity (normalized) is 0.0847. (2) The peptide sequence is FLSDYGPQL. The MHC is HLA-C12:03 with pseudo-sequence HLA-C12:03. The binding affinity (normalized) is 0.496. (3) The peptide sequence is FPREGVFVF. The MHC is HLA-B40:01 with pseudo-sequence HLA-B40:01. The binding affinity (normalized) is 0.0847. (4) The peptide sequence is KAFNHASVK. The MHC is HLA-A11:01 with pseudo-sequence HLA-A11:01. The binding affinity (normalized) is 0.794. (5) The peptide sequence is GMLFVNDLM. The MHC is HLA-A02:01 with pseudo-sequence HLA-A02:01. The binding affinity (normalized) is 0.432. (6) The peptide sequence is EEFFCVHGM. The MHC is HLA-B40:01 with pseudo-sequence HLA-B40:01. The binding affinity (normalized) is 0.527.